This data is from Reaction yield outcomes from USPTO patents with 853,638 reactions. The task is: Predict the reaction yield, written as a fraction of the theoretical maximum amount of product (1.0 means a 100% yield; for example, 0.34 means a 34% yield). (1) The reactants are C(OC([N:8]1[CH2:13][CH2:12][CH:11]([CH2:14][CH2:15][C:16]([N:18]2[CH2:23][CH2:22][CH2:21][C@@H:20]([C:24]([NH:26][CH2:27][C@H:28]([NH2:32])[C:29]([OH:31])=[O:30])=[O:25])[CH2:19]2)=[O:17])[CH2:10][CH2:9]1)=O)(C)(C)C.[OH-].[Na+].Cl[C:36]([O:38][CH3:39])=[O:37].S([O-])(O)(=O)=O.[K+]. The catalyst is O1CCCC1. The product is [NH:8]1[CH2:9][CH2:10][CH:11]([CH2:14][CH2:15][C:16]([N:18]2[CH2:23][CH2:22][CH2:21][C@@H:20]([C:24]([NH:26][CH2:27][C@H:28]([NH:32][C:36]([O:38][CH3:39])=[O:37])[C:29]([OH:31])=[O:30])=[O:25])[CH2:19]2)=[O:17])[CH2:12][CH2:13]1. The yield is 0.714. (2) The reactants are [C:1]([O:4][C@H:5]1[CH2:10][C@H:9]([CH3:11])[CH2:8][CH2:7][C@H:6]1[C:12]([OH:14])=O)(=[O:3])[CH3:2].C(Cl)(=O)C([Cl:18])=O. The catalyst is ClCCl.CN(C)C=O. The product is [C:1]([O:4][C@H:5]1[CH2:10][C@H:9]([CH3:11])[CH2:8][CH2:7][C@H:6]1[C:12]([Cl:18])=[O:14])(=[O:3])[CH3:2]. The yield is 0.990. (3) The reactants are [F:1][C:2]1[CH:7]=[CH:6][C:5]([F:8])=[CH:4][C:3]=1[CH2:9][C:10]([N:12]1[C:20]2[C:15](=[CH:16][C:17]([C:21]3[C:25]4[C:26]([N:43](C(OC(C)(C)C)=O)C(OC(C)(C)C)=O)=[N:27][CH:28]=[C:29]([CH2:30][CH2:31][NH:32][C:33]([O:35][CH2:36][C:37]5[CH:42]=[CH:41][CH:40]=[CH:39][CH:38]=5)=[O:34])[C:24]=4[O:23][CH:22]=3)=[CH:18][CH:19]=2)[CH2:14][CH2:13]1)=[O:11].Cl.O1CCOCC1. No catalyst specified. The product is [NH2:43][C:26]1[C:25]2[C:21]([C:17]3[CH:16]=[C:15]4[C:20](=[CH:19][CH:18]=3)[N:12]([C:10](=[O:11])[CH2:9][C:3]3[CH:4]=[C:5]([F:8])[CH:6]=[CH:7][C:2]=3[F:1])[CH2:13][CH2:14]4)=[CH:22][O:23][C:24]=2[C:29]([CH2:30][CH2:31][NH:32][C:33](=[O:34])[O:35][CH2:36][C:37]2[CH:38]=[CH:39][CH:40]=[CH:41][CH:42]=2)=[CH:28][N:27]=1. The yield is 0.850. (4) The reactants are [F:1][C:2]([F:24])([F:23])[O:3][C:4]1[CH:9]=[CH:8][C:7]([N:10]2[CH:14]=[N:13][C:12]([C:15]3[CH:20]=[CH:19][C:18]([CH:21]=[CH2:22])=[CH:17][CH:16]=3)=[N:11]2)=[CH:6][CH:5]=1.C12BC(CCC1)CCC2.[OH-:34].[Na+].OO. The catalyst is O1CCCC1.O. The product is [F:24][C:2]([F:1])([F:23])[O:3][C:4]1[CH:9]=[CH:8][C:7]([N:10]2[CH:14]=[N:13][C:12]([C:15]3[CH:20]=[CH:19][C:18]([CH2:21][CH2:22][OH:34])=[CH:17][CH:16]=3)=[N:11]2)=[CH:6][CH:5]=1. The yield is 0.690.